Dataset: Reaction yield outcomes from USPTO patents with 853,638 reactions. Task: Predict the reaction yield, written as a fraction of the theoretical maximum amount of product (1.0 means a 100% yield; for example, 0.34 means a 34% yield). (1) The reactants are [Cl:1][C:2]1[CH:7]=[CH:6][C:5]([S:8]([NH:11][CH:12]([CH2:15][CH3:16])[CH2:13][CH3:14])(=[O:10])=[O:9])=[CH:4][CH:3]=1.Br[CH2:18][C:19]1[CH:26]=[CH:25][C:22]([C:23]#[N:24])=[CH:21][N:20]=1.C([O-])([O-])=O.[K+].[K+]. The catalyst is CN(C=O)C. The product is [Cl:1][C:2]1[CH:3]=[CH:4][C:5]([S:8]([N:11]([CH2:18][C:19]2[CH:26]=[CH:25][C:22]([C:23]#[N:24])=[CH:21][N:20]=2)[CH:12]([CH2:15][CH3:16])[CH2:13][CH3:14])(=[O:10])=[O:9])=[CH:6][CH:7]=1. The yield is 0.136. (2) The reactants are [Cl-].O[NH3+:3].[C:4](=[O:7])([O-])[OH:5].[Na+].CS(C)=O.[CH2:13]([C:17]1[N:18]([CH2:34][C:35]2[CH:40]=[CH:39][C:38]([C:41]3[C:42]([C:47]#[N:48])=[CH:43][CH:44]=[CH:45][CH:46]=3)=[CH:37][CH:36]=2)[C:19](=[O:33])[C:20]([C:24]2[CH:25]=[CH:26][C:27]3[O:31][CH2:30][CH2:29][C:28]=3[CH:32]=2)=[C:21]([CH3:23])[N:22]=1)[CH2:14][CH2:15][CH3:16]. The catalyst is O. The product is [CH2:13]([C:17]1[N:18]([CH2:34][C:35]2[CH:36]=[CH:37][C:38]([C:41]3[CH:46]=[CH:45][CH:44]=[CH:43][C:42]=3[C:47]3[NH:3][C:4](=[O:7])[O:5][N:48]=3)=[CH:39][CH:40]=2)[C:19](=[O:33])[C:20]([C:24]2[CH:25]=[CH:26][C:27]3[O:31][CH2:30][CH2:29][C:28]=3[CH:32]=2)=[C:21]([CH3:23])[N:22]=1)[CH2:14][CH2:15][CH3:16]. The yield is 0.740. (3) The reactants are CO[C:3](=[O:13])[C:4]1[CH:9]=[CH:8][CH:7]=[CH:6][C:5]=1[N:10]=[C:11]=[S:12].[CH:14]([C:17]1[CH:23]=[CH:22][CH:21]=[CH:20][C:18]=1[NH2:19])([CH3:16])[CH3:15]. The catalyst is CC(O)C.C[O-].[Na+]. The product is [CH:14]([C:17]1[CH:23]=[CH:22][CH:21]=[CH:20][C:18]=1[N:19]1[C:3](=[O:13])[C:4]2[C:5](=[CH:6][CH:7]=[CH:8][CH:9]=2)[N:10]=[C:11]1[SH:12])([CH3:16])[CH3:15]. The yield is 0.550. (4) The reactants are Br[C:2]1[C:7]([Br:8])=[CH:6][CH:5]=[CH:4][N:3]=1.[CH2:9]([Sn](CCCC)(CCCC)C=C)[CH2:10]CC.[Li+].[Cl-]. The catalyst is CN(C=O)C.Cl[Pd](Cl)([P](C1C=CC=CC=1)(C1C=CC=CC=1)C1C=CC=CC=1)[P](C1C=CC=CC=1)(C1C=CC=CC=1)C1C=CC=CC=1. The product is [Br:8][C:7]1[C:2]([CH:9]=[CH2:10])=[N:3][CH:4]=[CH:5][CH:6]=1. The yield is 0.530. (5) The reactants are [C:1]([NH:4][C@H:5]1[C@@H:10]2[C@@H:8]([C@H:9]2[C:11]([O:13]C(C)(C)C)=[O:12])[C@:7]([NH:25]C(OC(C)(C)C)=O)([C:18]([O:20]C(C)(C)C)=[O:19])[C@@H:6]1[O:33][CH2:34][C:35]1[CH:40]=[CH:39][C:38]([Cl:41])=[C:37]([Cl:42])[CH:36]=1)(=[O:3])[CH3:2].C(O)(=O)C. The catalyst is O. The product is [C:1]([NH:4][C@H:5]1[C@@H:10]2[C@@H:8]([C@H:9]2[C:11]([OH:13])=[O:12])[C@:7]([NH2:25])([C:18]([OH:20])=[O:19])[C@@H:6]1[O:33][CH2:34][C:35]1[CH:40]=[CH:39][C:38]([Cl:41])=[C:37]([Cl:42])[CH:36]=1)(=[O:3])[CH3:2]. The yield is 0.770. (6) The reactants are [CH2:1]([OH:77])[C@H:2]1[O:7][C@@H:6]2[O:8][C@H:9]3[C@H:14]([OH:15])[C@@H:13]([OH:16])[C@@H:12]([O:17][C@H:18]4[C@H:23]([OH:24])[C@@H:22]([OH:25])[C@@H:21]([O:26][C@H:27]5[C@H:32]([OH:33])[C@@H:31]([OH:34])[C@@H:30]([O:35][C@H:36]6[C@H:41]([OH:42])[C@@H:40]([OH:43])[C@@H:39]([O:44][C@H:45]7[C@H:50]([OH:51])[C@@H:49]([OH:52])[C@@H:48]([O:53][C@H:54]8[C@H:60]([OH:61])[C@@H:59]([OH:62])[C@@H:57]([O:58][C@H:3]1[C@H:4]([OH:76])[C@H:5]2[OH:75])[O:56][C@@H:55]8[CH2:63][OH:64])[O:47][C@@H:46]7[CH2:65][OH:66])[O:38][C@@H:37]6[CH2:67][OH:68])[O:29][C@@H:28]5[CH2:69][OH:70])[O:20][C@@H:19]4[CH2:71][OH:72])[O:11][C@@H:10]3[CH2:73][OH:74].C(ON1C(=O)CCC1=O)(=O)CCCCCCC(ON1C(=O)CCC1=O)=O.C(ON1C(=O)CCC1=O)(=O)CCCCCCC(ON1C(=O)CCC1=O)=O. No catalyst specified. The product is [CH2:67]([OH:68])[C@H:37]1[O:38][C@@H:39]2[O:44][C@H:45]3[C@H:50]([OH:51])[C@@H:49]([OH:52])[C@@H:48]([O:53][C@H:54]4[C@H:60]([OH:61])[C@@H:59]([OH:62])[C@@H:57]([O:58][C@H:3]5[C@H:4]([OH:76])[C@@H:5]([OH:75])[C@@H:6]([O:8][C@H:9]6[C@H:14]([OH:15])[C@@H:13]([OH:16])[C@@H:12]([O:17][C@H:18]7[C@H:23]([OH:24])[C@@H:22]([OH:25])[C@@H:21]([O:26][C@H:27]8[C@H:32]([OH:33])[C@@H:31]([OH:34])[C@@H:30]([O:35][C@H:36]1[C@H:41]([OH:42])[C@H:40]2[OH:43])[O:29][C@@H:28]8[CH2:69][OH:70])[O:20][C@@H:19]7[CH2:71][OH:72])[O:11][C@@H:10]6[CH2:73][OH:74])[O:7][C@@H:2]5[CH2:1][OH:77])[O:56][C@@H:55]4[CH2:63][OH:64])[O:47][C@@H:46]3[CH2:65][OH:66]. The yield is 0.670.